From a dataset of Catalyst prediction with 721,799 reactions and 888 catalyst types from USPTO. Predict which catalyst facilitates the given reaction. Reactant: [Br:1][CH2:2][CH2:3][CH2:4][O:5][C:6]1[CH:10]=[C:9]([C:11]([O:13]C)=[O:12])[O:8][N:7]=1.[OH-].[Na+]. Product: [Br:1][CH2:2][CH2:3][CH2:4][O:5][C:6]1[CH:10]=[C:9]([C:11]([OH:13])=[O:12])[O:8][N:7]=1. The catalyst class is: 7.